Task: Binary Classification. Given a drug SMILES string, predict its activity (active/inactive) in a high-throughput screening assay against a specified biological target.. Dataset: HIV replication inhibition screening data with 41,000+ compounds from the AIDS Antiviral Screen The compound is O=C1C=CC(=O)c2c(O)cccc21. The result is 0 (inactive).